From a dataset of Catalyst prediction with 721,799 reactions and 888 catalyst types from USPTO. Predict which catalyst facilitates the given reaction. (1) Reactant: [I:1]N1C(=O)CCC1=O.[CH:9]1([C:12]2[CH:17]=[C:16]([C:18]([O:20][CH3:21])=[O:19])[C:15]([OH:22])=[CH:14][C:13]=2[C:23]2[CH:28]=[CH:27][C:26]([F:29])=[CH:25][CH:24]=2)[CH2:11][CH2:10]1.O.C(OCC)(=O)C. Product: [CH:9]1([C:12]2[C:13]([C:23]3[CH:28]=[CH:27][C:26]([F:29])=[CH:25][CH:24]=3)=[C:14]([I:1])[C:15]([OH:22])=[C:16]([C:18]([O:20][CH3:21])=[O:19])[CH:17]=2)[CH2:11][CH2:10]1. The catalyst class is: 3. (2) Reactant: [CH2:1]([N:8]1[C:13]2[N:14]=[C:15]([S:20][CH3:21])[N:16]=[C:17]([NH:18][NH2:19])[C:12]=2[C:11](=O)[CH:10]([C:23]([O:25][CH2:26][CH3:27])=[O:24])[CH2:9]1)[C:2]1[CH:7]=[CH:6][CH:5]=[CH:4][CH:3]=1. The catalyst class is: 89. Product: [CH2:1]([N:8]1[C:13]2[C:12]3[C:11](=[N:19][NH:18][C:17]=3[N:16]=[C:15]([S:20][CH3:21])[N:14]=2)[CH:10]([C:23]([O:25][CH2:26][CH3:27])=[O:24])[CH2:9]1)[C:2]1[CH:7]=[CH:6][CH:5]=[CH:4][CH:3]=1. (3) Reactant: F[C:2]1[CH:7]=[CH:6][CH:5]=[CH:4][C:3]=1[S:8]([NH:11][C:12]1[C:21]([C:22]([OH:24])=[O:23])=[C:20]2[C:15]([CH:16]3[CH2:25][CH:17]3[CH2:18][O:19]2)=[CH:14][CH:13]=1)(=[O:10])=[O:9].[CH2:26]([N:28]1[CH2:32][CH2:31][C@@H:30]([CH2:33][CH2:34][NH2:35])[CH2:29]1)[CH3:27]. Product: [CH2:26]([N:28]1[CH2:32][CH2:31][C@@H:30]([CH2:33][CH2:34][NH:35][C:2]2[CH:7]=[CH:6][CH:5]=[CH:4][C:3]=2[S:8]([NH:11][C:12]2[C:21]([C:22]([OH:24])=[O:23])=[C:20]3[C:15]([CH:16]4[CH2:25][CH:17]4[CH2:18][O:19]3)=[CH:14][CH:13]=2)(=[O:10])=[O:9])[CH2:29]1)[CH3:27]. The catalyst class is: 376. (4) Reactant: [Cl:1][C:2]1[CH:14]=[CH:13][CH:12]=[CH:11][C:3]=1[CH2:4][C:5]1[S:9][C:8]([NH2:10])=[N:7][CH:6]=1.[Br:15][CH:16]([CH2:20][CH3:21])[C:17]([OH:19])=O.C(N(CC)CC)C.F[P-](F)(F)(F)(F)F.N1(OC(N(C)C)=[N+](C)C)[C:40]2N=C[CH:43]=[CH:44][C:39]=2N=N1. Product: [Br:15][CH:16]([C:20]1[CH:21]=[CH:43][CH:44]=[CH:39][CH:40]=1)[C:17]([NH:10][C:8]1[S:9][C:5]([CH2:4][C:3]2[CH:11]=[CH:12][CH:13]=[CH:14][C:2]=2[Cl:1])=[CH:6][N:7]=1)=[O:19]. The catalyst class is: 10. (5) Reactant: [Li]CCCC.C(NC(C)C)(C)C.N#N.[F:15][C:16]1[C:21]([F:22])=[CH:20][C:19]([F:23])=[CH:18][N:17]=1.[C:24]([Si:28](Cl)([CH3:30])[CH3:29])([CH3:27])([CH3:26])[CH3:25]. Product: [Si:28]([C:20]1[C:19]([F:23])=[CH:18][N:17]=[C:16]([F:15])[C:21]=1[F:22])([C:24]([CH3:27])([CH3:26])[CH3:25])([CH3:30])[CH3:29]. The catalyst class is: 1. (6) Reactant: [CH3:1][O:2][C:3]1[CH:8]=[CH:7][C:6]([S:9]([C:12]2[C:17]([CH2:18][C:19]3[C:27]4[C:26](=[O:28])[CH2:25][C:24]([CH3:30])([CH3:29])[CH2:23][C:22]=4[N:21]([CH2:31][C:32]([O:34]CC)=[O:33])[C:20]=3[CH3:37])=[CH:16][CH:15]=[CH:14][N:13]=2)(=[O:11])=[O:10])=[CH:5][CH:4]=1.[OH-].[Na+]. Product: [CH3:1][O:2][C:3]1[CH:4]=[CH:5][C:6]([S:9]([C:12]2[C:17]([CH2:18][C:19]3[C:27]4[C:26](=[O:28])[CH2:25][C:24]([CH3:30])([CH3:29])[CH2:23][C:22]=4[N:21]([CH2:31][C:32]([OH:34])=[O:33])[C:20]=3[CH3:37])=[CH:16][CH:15]=[CH:14][N:13]=2)(=[O:11])=[O:10])=[CH:7][CH:8]=1. The catalyst class is: 90.